From a dataset of Reaction yield outcomes from USPTO patents with 853,638 reactions. Predict the reaction yield, written as a fraction of the theoretical maximum amount of product (1.0 means a 100% yield; for example, 0.34 means a 34% yield). (1) The reactants are [C:1]1(B(O)O)[CH:6]=[CH:5][CH:4]=[CH:3][CH:2]=1.Br[C:11]1[CH:24]=[CH:23][C:22]2[C:13](=[CH:14][C:15]3[C:20]([CH:21]=2)=[CH:19][CH:18]=[CH:17][CH:16]=3)[CH:12]=1.C(=O)([O-])[O-].[Na+].[Na+]. The catalyst is C1C=CC([P]([Pd]([P](C2C=CC=CC=2)(C2C=CC=CC=2)C2C=CC=CC=2)([P](C2C=CC=CC=2)(C2C=CC=CC=2)C2C=CC=CC=2)[P](C2C=CC=CC=2)(C2C=CC=CC=2)C2C=CC=CC=2)(C2C=CC=CC=2)C2C=CC=CC=2)=CC=1.C1(C)C=CC=CC=1. The product is [C:1]1([C:18]2[CH:17]=[CH:16][C:15]3[C:20](=[CH:21][C:22]4[C:13]([CH:14]=3)=[CH:12][CH:11]=[CH:24][CH:23]=4)[CH:19]=2)[CH:6]=[CH:5][CH:4]=[CH:3][CH:2]=1. The yield is 0.750. (2) The reactants are [CH:1]1[C:6]([CH:7]=[O:8])=[CH:5][CH:4]=[C:3]([CH:9]=[O:10])[CH:2]=1.NCC1C=CC=CN=1.[H][H]. The catalyst is [Pd].CO. The product is [OH:10][CH2:9][C:3]1[CH:2]=[CH:1][C:6]([CH:7]=[O:8])=[CH:5][CH:4]=1. The yield is 0.780. (3) The catalyst is [Cu].CC(O)(C)C. The product is [CH3:64][C:63]1([CH3:65])[CH2:62][CH:61]([CH3:67])[CH2:60][C:59](=[O:58])[CH2:66]1. The yield is 0.180. The reactants are C1OC2C(C3C4OCOC=4C=CC=3P(C3C=CC=CC=3)C3C=CC=CC=3)=C(P(C3C=CC=CC=3)C3C=CC=CC=3)C=CC=2O1.O(C(C)(C)C)[Na].C1(C)C=CC=CC=1.[O:58]=[C:59]1[CH2:66][C:63]([CH3:65])([CH3:64])[CH2:62][C:61]([CH3:67])=[CH:60]1. (4) The reactants are [C:1]([O:5][C:6]([N:8]1[CH2:12][CH2:11][CH2:10][CH:9]1[C:13]1[NH:17][C:16]2[CH:18]=[C:19]([C:22]#[CH:23])[CH:20]=[CH:21][C:15]=2[N:14]=1)=[O:7])([CH3:4])([CH3:3])[CH3:2].[I:24][C:25]1[CH:30]=[CH:29][C:28](I)=[CH:27][CH:26]=1.C(N(CC)CC)C. The catalyst is CN(C=O)C.C(OCC)(=O)C.C1C=CC([P]([Pd]([P](C2C=CC=CC=2)(C2C=CC=CC=2)C2C=CC=CC=2)([P](C2C=CC=CC=2)(C2C=CC=CC=2)C2C=CC=CC=2)[P](C2C=CC=CC=2)(C2C=CC=CC=2)C2C=CC=CC=2)(C2C=CC=CC=2)C2C=CC=CC=2)=CC=1.[Cu]I. The product is [C:1]([O:5][C:6]([N:8]1[CH2:12][CH2:11][CH2:10][CH:9]1[C:13]1[NH:17][C:16]2[CH:18]=[C:19]([C:22]#[C:23][C:28]3[CH:29]=[CH:30][C:25]([I:24])=[CH:26][CH:27]=3)[CH:20]=[CH:21][C:15]=2[N:14]=1)=[O:7])([CH3:4])([CH3:3])[CH3:2]. The yield is 0.750. (5) The yield is 0.440. The product is [OH:10][CH2:9][C:7]1[C:5](=[O:6])[NH:4][C:2](=[O:3])[NH:1][CH:8]=1. The reactants are [NH:1]1[CH:8]=[CH:7][C:5](=[O:6])[NH:4][C:2]1=[O:3].[CH2:9]=[O:10].[OH-].[K+].Cl. The catalyst is O. (6) The catalyst is CN(C=O)C.CCCC[N+](CCCC)(CCCC)CCCC.[I-]. The yield is 0.406. The product is [Cl:1][C:2]1[CH:3]=[CH:4][C:5]([CH2:6][N:7]2[C:15]3[C:14](=[O:16])[N:13]([CH2:28][C:29]4[O:33][N:32]=[CH:31][CH:30]=4)[C:12](=[O:17])[N:11]([CH3:18])[C:10]=3[N:9]=[C:8]2[S:19]([CH:22]([CH3:23])[CH3:24])(=[O:20])=[O:21])=[CH:25][CH:26]=1. The reactants are [Cl:1][C:2]1[CH:26]=[CH:25][C:5]([CH2:6][N:7]2[C:15]3[C:14](=[O:16])[NH:13][C:12](=[O:17])[N:11]([CH3:18])[C:10]=3[N:9]=[C:8]2[S:19]([CH:22]([CH3:24])[CH3:23])(=[O:21])=[O:20])=[CH:4][CH:3]=1.Cl[CH2:28][C:29]1[O:33][N:32]=[CH:31][CH:30]=1.C(=O)([O-])[O-].[K+].[K+]. (7) The reactants are [F:1][C:2]1[CH:3]=[C:4]([CH:7]=[CH:8][C:9]=1[O:10][CH3:11])[CH:5]=O.[C:12]([CH:17]=P(C1C=CC=CC=1)(C1C=CC=CC=1)C1C=CC=CC=1)([O:14][CH2:15][CH3:16])=[O:13]. The product is [F:1][C:2]1[CH:3]=[C:4](/[CH:5]=[CH:17]/[C:12]([O:14][CH2:15][CH3:16])=[O:13])[CH:7]=[CH:8][C:9]=1[O:10][CH3:11]. The catalyst is C1(C)C=CC=CC=1. The yield is 0.876.